The task is: Predict the product of the given reaction.. This data is from Forward reaction prediction with 1.9M reactions from USPTO patents (1976-2016). (1) Given the reactants [CH2:1]([C:9]1[CH:15]=[CH:14][C:12]([NH2:13])=[CH:11][CH:10]=1)[CH2:2][CH2:3][CH2:4][CH2:5][CH2:6][CH2:7][CH3:8].[CH:16]([C:18]1([NH:26][C:27](=[O:33])[O:28][C:29]([CH3:32])([CH3:31])[CH3:30])[CH2:23][O:22][C:21]([CH3:25])([CH3:24])[O:20][CH2:19]1)=O.[BH-](OC(C)=O)(OC(C)=O)OC(C)=O.[Na+].ClCCCl, predict the reaction product. The product is: [CH3:24][C:21]1([CH3:25])[O:20][CH2:19][C:18]([NH:26][C:27](=[O:33])[O:28][C:29]([CH3:32])([CH3:31])[CH3:30])([CH2:16][NH:13][C:12]2[CH:11]=[CH:10][C:9]([CH2:1][CH2:2][CH2:3][CH2:4][CH2:5][CH2:6][CH2:7][CH3:8])=[CH:15][CH:14]=2)[CH2:23][O:22]1. (2) Given the reactants Br[CH2:2][CH2:3][N:4]1[C:8]2[CH:9]=[CH:10][CH:11]=[CH:12][C:7]=2[N:6]([C:13]2[CH:18]=[CH:17][C:16]([Cl:19])=[CH:15][C:14]=2[CH3:20])[S:5]1(=[O:22])=[O:21].[CH3:23][C@H:24]1[CH2:29][NH:28][CH2:27][C@@H:26]([CH3:30])[NH:25]1, predict the reaction product. The product is: [Cl:19][C:16]1[CH:17]=[CH:18][C:13]([N:6]2[C:7]3[CH:12]=[CH:11][CH:10]=[CH:9][C:8]=3[N:4]([CH2:3][CH2:2][N:28]3[CH2:27][C@H:26]([CH3:30])[NH:25][C@H:24]([CH3:23])[CH2:29]3)[S:5]2(=[O:22])=[O:21])=[C:14]([CH3:20])[CH:15]=1. (3) Given the reactants Br[CH2:2][CH2:3][CH2:4][CH2:5][N:6]1[C:10]2[CH:11]=[CH:12][CH:13]=[CH:14][C:9]=2[N:8]([C:15]2[CH:20]=[CH:19][C:18]([F:21])=[CH:17][C:16]=2[F:22])[S:7]1(=[O:24])=[O:23].[CH3:25][NH:26][CH3:27].[ClH:28], predict the reaction product. The product is: [ClH:28].[F:22][C:16]1[CH:17]=[C:18]([F:21])[CH:19]=[CH:20][C:15]=1[N:8]1[C:9]2[CH:14]=[CH:13][CH:12]=[CH:11][C:10]=2[N:6]([CH2:5][CH2:4][CH2:3][CH2:2][N:26]([CH3:27])[CH3:25])[S:7]1(=[O:24])=[O:23]. (4) Given the reactants [Cl-].[CH2:2]([O:9][C:10]1[CH:15]=[CH:14][C:13]([CH2:16][C@H:17]([NH3+:22])[C:18]([O:20][CH3:21])=[O:19])=[CH:12][C:11]=1[O:23][C:24](=[O:27])[NH:25][CH3:26])[C:3]1[CH:8]=[CH:7][CH:6]=[CH:5][CH:4]=1.C(N(CC)CC)C.[CH2:35]([O:42][C:43]([NH:45][C@@H:46]([CH2:50][C:51]1[CH:56]=[CH:55][C:54]([O:57][CH2:58][C:59]2[CH:64]=[CH:63][CH:62]=[CH:61][CH:60]=2)=[C:53]([O:65][CH2:66][C:67]2[CH:72]=[CH:71][CH:70]=[CH:69][CH:68]=2)[CH:52]=1)[C:47](O)=[O:48])=[O:44])[C:36]1[CH:41]=[CH:40][CH:39]=[CH:38][CH:37]=1.C1C=CC2N(O)N=NC=2C=1.C(Cl)CCl, predict the reaction product. The product is: [CH3:21][O:20][C:18](=[O:19])[C@@H:17]([NH:22][C:47](=[O:48])[C@@H:46]([NH:45][C:43]([O:42][CH2:35][C:36]1[CH:41]=[CH:40][CH:39]=[CH:38][CH:37]=1)=[O:44])[CH2:50][C:51]1[CH:56]=[CH:55][C:54]([O:57][CH2:58][C:59]2[CH:60]=[CH:61][CH:62]=[CH:63][CH:64]=2)=[C:53]([O:65][CH2:66][C:67]2[CH:68]=[CH:69][CH:70]=[CH:71][CH:72]=2)[CH:52]=1)[CH2:16][C:13]1[CH:14]=[CH:15][C:10]([O:9][CH2:2][C:3]2[CH:8]=[CH:7][CH:6]=[CH:5][CH:4]=2)=[C:11]([O:23][C:24](=[O:27])[NH:25][CH3:26])[CH:12]=1.